From a dataset of Experimentally validated miRNA-target interactions with 360,000+ pairs, plus equal number of negative samples. Binary Classification. Given a miRNA mature sequence and a target amino acid sequence, predict their likelihood of interaction. (1) The miRNA is mmu-miR-5114 with sequence ACUGGAGACGGAAGCUGCAAGA. The protein sequence of the target gene is MAASASAAAGEEDWVLPSEVEVLESIYLDELQVIKGNGRTSPWEIYITLHPATAEDQDSQYVCFTLVLQVPAEYPHEVPQISIRNPRGLSDEQIHTILQVLGHVAKAGLGTAMLYELIEKGKEILTDNNIPHGQCVICLYGFQEKEAFTKTPCYHYFHCHCLARYIQHMEQELKAQGQEQEQERQHATTKQKAVGVQCPVCREPLVYDLASLKAAPEPQQPMELYQPSAESLRQQEERKRLYQRQQERGGIIDLEAERNRYFISLQQPPAPAEPESAVDVSKGSQPPSTLAAELSTSPAV.... Result: 0 (no interaction). (2) The miRNA is hsa-miR-2116-5p with sequence GGUUCUUAGCAUAGGAGGUCU. The protein sequence of the target gene is MAPPGSSTVFLLALTIIASTWALTPTHYLTKHDVERLKASLDRPFTNLESAFYSIVGLSSLGAQVPDAKKACTYIRSNLDPSNVDSLFYAAQASQALSGCEISISNETKDLLLAAVSEDSSVTQIYHAVAALSGFGLPLASQEALSALTARLSKEETVLATVQALQTASHLSQQADLRSIVEEIEDLVARLDELGGVYLQFEEGLETTALFVAATYKLMDHVGTEPSIKEDQVIQLMNAIFSKKNFESLSEAFSVASAAAVLSHNRYHVPVVVVPEGSASDTHEQAILRLQVTNVLSQPL.... Result: 1 (interaction). (3) The miRNA is hsa-miR-4290 with sequence UGCCCUCCUUUCUUCCCUC. The protein sequence of the target gene is MSDLGAVISLLLWGRQLFALYSGNDVTDISDDRFPKPPEIANGYVEHLFRYQCKNYYRLRTEGDGVYTLNDKKQWINKAVGDKLPECEAVCGKPKNPANPVQRILGGHLDAKGSFPWQAKMVSHHNLTTGATLINEQWLLTTAKNLFLNHSENATAKDIAPTLTLYVGKKQLVEIEKVVLHPNYHQVDIGLIKLKQKVLVNERVMPICLPSKNYAEVGRVGYVSGWGQSDNFKLTDHLKYVMLPVADQYDCITHYEGSTCPKWKAPKSPVGVQPILNEHTFCVGMSKYQEDTCYGDAGSA.... Result: 1 (interaction). (4) The miRNA is hsa-miR-4768-5p with sequence AUUCUCUCUGGAUCCCAUGGAU. The protein sequence of the target gene is MVRRVQPDRKQLPLVLLRLLCLLPTGLPVRSVDFNRGTDNITVRQGDTAILRCVVEDKNSKVAWLNRSGIIFAGHDKWSLDPRVELEKRHSLEYSLRIQKVDVYDEGSYTCSVQTQHEPKTSQVYLIVQVPPKISNISSDVTVNEGSNVTLVCMANGRPEPVITWRHLTPTGREFEGEEEYLEILGITREQSGKYECKAANEVSSADVKQVKVTVNYPPTITESKSNEATTGRQASLKCEASAVPAPDFEWYRDDTRINSANGLEIKSTEGQSSLTVTNVTEEHYGNYTCVAANKLGVTN.... Result: 1 (interaction). (5) The protein sequence of the target gene is MFSVRIVTADYYMASPLPGLDTCQSPLTQLPVKKVPVVRVFGATPAGQKTCLHLHGIFPYLYVPYDGYGQQPESYLSQMAFSIDRALNVALGNPSSTAQHVFKVSLVSGMPFYGYHEKERHFMKIYLYNPAMVKRICELLQSGAIMNKCYQPHEAHIPYLLQLFIDYNLYGMNLINLAAVKFRKARRKGNASHATGLFKHQLSGNSPAGTLFRWEEDEIPSSLLLEGVEPLSTCELEVDAVAADILNRLDIEAQIGGNPGLQAIWEDEKQRRRNRNESSQISQPESQDCRFVPATESEKQ.... Result: 0 (no interaction). The miRNA is hsa-miR-33a-5p with sequence GUGCAUUGUAGUUGCAUUGCA.